Task: Predict the product of the given reaction.. Dataset: Forward reaction prediction with 1.9M reactions from USPTO patents (1976-2016) (1) The product is: [F:1][C:2]1[CH:7]=[CH:6][C:5]([C:18]2[CH:19]=[C:20]3[C:24](=[CH:25][C:26]=2[Cl:27])[N:23]([CH2:28][O:29][CH2:30][CH2:31][Si:32]([CH3:34])([CH3:35])[CH3:33])[N:22]=[C:21]3[NH:36][C:37](=[O:41])[CH2:38][CH2:39][CH3:40])=[CH:4][CH:3]=1. Given the reactants [F:1][C:2]1[CH:7]=[CH:6][C:5](B(O)O)=[CH:4][CH:3]=1.C(=O)([O-])[O-].[Na+].[Na+].Br[C:18]1[CH:19]=[C:20]2[C:24](=[CH:25][C:26]=1[Cl:27])[N:23]([CH2:28][O:29][CH2:30][CH2:31][Si:32]([CH3:35])([CH3:34])[CH3:33])[N:22]=[C:21]2[NH:36][C:37](=[O:41])[CH2:38][CH2:39][CH3:40], predict the reaction product. (2) Given the reactants [CH2:1]([N:3]([S:9]([C:12]1[CH:17]=[CH:16][C:15]([F:18])=[CH:14][CH:13]=1)(=[O:11])=[O:10])[C:4](=[CH2:8])[C:5]([OH:7])=O)[CH3:2].CCOC(OC(OCC)=O)=O.[F:30][C:31]([F:48])([F:47])[O:32][C:33]1[CH:38]=[CH:37][C:36]([C:39]2[CH:44]=[C:43]([CH2:45][NH2:46])[CH:42]=[CH:41][N:40]=2)=[CH:35][CH:34]=1, predict the reaction product. The product is: [F:18][C:15]1[CH:16]=[CH:17][C:12]([S:9]([N:3]([CH2:1][CH3:2])[C:4](=[CH2:8])[C:5]([NH:46][CH2:45][C:43]2[CH:42]=[CH:41][N:40]=[C:39]([C:36]3[CH:35]=[CH:34][C:33]([O:32][C:31]([F:48])([F:30])[F:47])=[CH:38][CH:37]=3)[CH:44]=2)=[O:7])(=[O:11])=[O:10])=[CH:13][CH:14]=1.